From a dataset of Full USPTO retrosynthesis dataset with 1.9M reactions from patents (1976-2016). Predict the reactants needed to synthesize the given product. (1) Given the product [F:34][C:35]([F:40])([F:39])[C:36]([OH:38])=[O:37].[NH2:8][C@@H:9]([CH2:13][C:14]1[CH:19]=[C:18]([O:20][C:21]2[CH:26]=[CH:25][CH:24]=[C:23]([C:27]([F:29])([F:30])[F:28])[CH:22]=2)[CH:17]=[CH:16][C:15]=1[N+:31]([O-:33])=[O:32])[C:10]([OH:12])=[O:11], predict the reactants needed to synthesize it. The reactants are: C(OC([NH:8][C@@H:9]([CH2:13][C:14]1[CH:19]=[C:18]([O:20][C:21]2[CH:26]=[CH:25][CH:24]=[C:23]([C:27]([F:30])([F:29])[F:28])[CH:22]=2)[CH:17]=[CH:16][C:15]=1[N+:31]([O-:33])=[O:32])[C:10]([OH:12])=[O:11])=O)(C)(C)C.[F:34][C:35]([F:40])([F:39])[C:36]([OH:38])=[O:37].C(OCC)(=O)C. (2) Given the product [BrH:53].[F:52][C:2]1([F:1])[CH2:3][CH2:4][CH:5]([C:8]2[C:17]3[C@@H:16]([OH:18])[CH2:15][C:14]([CH3:19])([CH3:20])[CH2:13][C:12]=3[N:11]=[C:10]([CH:21]3[CH2:22][CH2:23][N:24]([C:27]4[N:32]=[CH:31][C:30]([O:33][CH2:34][CH2:35][C:36]([OH:39])([CH3:37])[CH3:38])=[CH:29][N:28]=4)[CH2:25][CH2:26]3)[C:9]=2[C@@H:40]([F:51])[C:41]2[CH:46]=[CH:45][C:44]([C:47]([F:48])([F:50])[F:49])=[CH:43][CH:42]=2)[CH2:6][CH2:7]1, predict the reactants needed to synthesize it. The reactants are: [F:1][C:2]1([F:52])[CH2:7][CH2:6][CH:5]([C:8]2[C:17]3[C@@H:16]([OH:18])[CH2:15][C:14]([CH3:20])([CH3:19])[CH2:13][C:12]=3[N:11]=[C:10]([CH:21]3[CH2:26][CH2:25][N:24]([C:27]4[N:32]=[CH:31][C:30]([O:33][CH2:34][CH2:35][C:36]([OH:39])([CH3:38])[CH3:37])=[CH:29][N:28]=4)[CH2:23][CH2:22]3)[C:9]=2[C@@H:40]([F:51])[C:41]2[CH:46]=[CH:45][C:44]([C:47]([F:50])([F:49])[F:48])=[CH:43][CH:42]=2)[CH2:4][CH2:3]1.[BrH:53]. (3) Given the product [CH3:17][C:15]1([CH3:16])[S:14][C:6]2([CH:5]=[C:4]([CH:1]([CH3:3])[CH3:2])[C:9](=[O:10])[C:8]([CH:11]([CH3:12])[CH3:13])=[CH:7]2)[C:19]2([CH:24]=[C:23]([CH:25]([CH3:27])[CH3:26])[C:22](=[O:28])[C:21]([CH:29]([CH3:31])[CH3:30])=[CH:20]2)[S:18]1, predict the reactants needed to synthesize it. The reactants are: [CH:1]([C:4]1[CH:5]=[C:6]([S:14][C:15]([S:18][C:19]2[CH:24]=[C:23]([CH:25]([CH3:27])[CH3:26])[C:22]([OH:28])=[C:21]([CH:29]([CH3:31])[CH3:30])[CH:20]=2)([CH3:17])[CH3:16])[CH:7]=[C:8]([CH:11]([CH3:13])[CH3:12])[C:9]=1[OH:10])([CH3:3])[CH3:2]. (4) Given the product [CH3:39][NH:38][C:36](=[O:37])[CH2:35][C:32]1[CH:31]=[CH:30][C:29]([C:9]2[CH:26]=[CH:25][C:12]3[CH2:13][CH2:14][N:15]([C:18]([O:20][C:21]([CH3:24])([CH3:22])[CH3:23])=[O:19])[CH2:16][CH2:17][C:11]=3[CH:10]=2)=[CH:34][CH:33]=1, predict the reactants needed to synthesize it. The reactants are: CC1(C)C(C)(C)OB([C:9]2[CH:26]=[CH:25][C:12]3[CH2:13][CH2:14][N:15]([C:18]([O:20][C:21]([CH3:24])([CH3:23])[CH3:22])=[O:19])[CH2:16][CH2:17][C:11]=3[CH:10]=2)O1.Br[C:29]1[CH:34]=[CH:33][C:32]([CH2:35][C:36]([NH:38][CH3:39])=[O:37])=[CH:31][CH:30]=1.C(=O)([O-])[O-].[Na+].[Na+].COCCOC. (5) Given the product [N+:10]([C:4]1[CH:3]=[C:2]([CH:13]=[CH:14][CH3:15])[CH:9]=[CH:8][C:5]=1[CH:6]=[O:7])([O-:12])=[O:11], predict the reactants needed to synthesize it. The reactants are: Cl[C:2]1[CH:9]=[CH:8][C:5]([CH:6]=[O:7])=[C:4]([N+:10]([O-:12])=[O:11])[CH:3]=1.[CH:13](/B(O)O)=[CH:14]\[CH3:15].O.P([O-])([O-])([O-])=O.[K+].[K+].[K+].O. (6) The reactants are: [ClH:1].[CH2:2]([O:4][C:5]([N:7]1[CH2:12][CH2:11][N:10]([CH2:13][C:14]2[N:18]=[C:17]([C:19]3[CH:20]=[C:21]([CH3:25])[CH:22]=[CH:23][CH:24]=3)[O:16][N:15]=2)[CH2:9][CH2:8]1)=[O:6])[CH3:3]. Given the product [ClH:1].[CH2:2]([O:4][C:5]([N:7]1[CH2:8][CH2:9][N:10]([CH2:13][C:14]2[N:18]=[C:17]([C:19]3[CH:20]=[C:21]([CH3:25])[CH:22]=[CH:23][CH:24]=3)[O:16][N:15]=2)[CH2:11][CH2:12]1)=[O:6])[CH3:3], predict the reactants needed to synthesize it. (7) Given the product [S:7]1[CH:8]=[CH:9][N:10]=[C:6]1[C:20]1[CH:26]=[CH:25][CH:24]=[CH:23][C:21]=1[NH2:22], predict the reactants needed to synthesize it. The reactants are: C([Sn](CCCC)(CCCC)[C:6]1[S:7][CH:8]=[CH:9][N:10]=1)CCC.Br[C:20]1[CH:26]=[CH:25][CH:24]=[CH:23][C:21]=1[NH2:22]. (8) The reactants are: [CH2:1]([O:3][C:4]([C:6]1([NH:11][C:12]([CH:14]2[CH2:18][CH:17]([O:19][C:20]3[C:29]4[C:24](=[CH:25][C:26]([O:30][CH3:31])=[CH:27][CH:28]=4)[N:23]=[C:22]([C:32]4[CH:37]=[CH:36][CH:35]=[CH:34][CH:33]=4)[CH:21]=3)[CH2:16][NH:15]2)=[O:13])[CH2:8][CH:7]1[CH:9]=[CH2:10])=[O:5])[CH3:2].[C:38]([O-:41])(O)=O.[Na+].C(Cl)(Cl)=O.[NH2:47][CH:48]([C:62]([CH3:65])([CH3:64])[CH3:63])[C:49]([NH:51][CH:52]1[C:60]2[C:55](=[CH:56][CH:57]=[CH:58][CH:59]=2)[CH2:54][CH:53]1[OH:61])=[O:50]. Given the product [CH2:1]([O:3][C:4]([C:6]1([NH:11][C:12]([CH:14]2[CH2:18][CH:17]([O:19][C:20]3[C:29]4[C:24](=[CH:25][C:26]([O:30][CH3:31])=[CH:27][CH:28]=4)[N:23]=[C:22]([C:32]4[CH:33]=[CH:34][CH:35]=[CH:36][CH:37]=4)[CH:21]=3)[CH2:16][N:15]2[C:38](=[O:41])[NH:47][CH:48]([C:49](=[O:50])[NH:51][CH:52]2[C:60]3[C:55](=[CH:56][CH:57]=[CH:58][CH:59]=3)[CH2:54][CH:53]2[OH:61])[C:62]([CH3:65])([CH3:63])[CH3:64])=[O:13])[CH2:8][CH:7]1[CH:9]=[CH2:10])=[O:5])[CH3:2], predict the reactants needed to synthesize it. (9) Given the product [F:41][C:36]1[CH:37]=[CH:38][CH:39]=[CH:40][C:35]=1[C:27]1[CH:26]=[C:25]([C:23]2[CH:22]=[N:21][CH:20]=[C:19]([C:17]3[CH:16]=[N:15][N:14]([CH:11]4[CH2:12][CH2:13][N:8]([CH3:6])[CH2:9][CH2:10]4)[CH:18]=3)[CH:24]=2)[C:34]2[C:29]([N:28]=1)=[N:30][CH:31]=[CH:32][N:33]=2, predict the reactants needed to synthesize it. The reactants are: C(O[C:6]([N:8]1[CH2:13][CH2:12][CH:11]([N:14]2[CH:18]=[C:17]([C:19]3[CH:20]=[N:21][CH:22]=[C:23]([C:25]4[C:34]5[C:29](=[N:30][CH:31]=[CH:32][N:33]=5)[N:28]=[C:27]([C:35]5[CH:40]=[CH:39][CH:38]=[CH:37][C:36]=5[F:41])[CH:26]=4)[CH:24]=3)[CH:16]=[N:15]2)[CH2:10][CH2:9]1)=O)(C)(C)C.C=O.[OH-].[Na+].